From a dataset of NCI-60 drug combinations with 297,098 pairs across 59 cell lines. Regression. Given two drug SMILES strings and cell line genomic features, predict the synergy score measuring deviation from expected non-interaction effect. (1) Drug 2: CC1=C(C(=O)C2=C(C1=O)N3CC4C(C3(C2COC(=O)N)OC)N4)N. Synergy scores: CSS=49.0, Synergy_ZIP=-4.07, Synergy_Bliss=-0.196, Synergy_Loewe=-12.4, Synergy_HSA=3.75. Cell line: KM12. Drug 1: CC1=C2C(C(=O)C3(C(CC4C(C3C(C(C2(C)C)(CC1OC(=O)C(C(C5=CC=CC=C5)NC(=O)OC(C)(C)C)O)O)OC(=O)C6=CC=CC=C6)(CO4)OC(=O)C)OC)C)OC. (2) Drug 1: CCC1(CC2CC(C3=C(CCN(C2)C1)C4=CC=CC=C4N3)(C5=C(C=C6C(=C5)C78CCN9C7C(C=CC9)(C(C(C8N6C=O)(C(=O)OC)O)OC(=O)C)CC)OC)C(=O)OC)O.OS(=O)(=O)O. Drug 2: CC(C)NC(=O)C1=CC=C(C=C1)CNNC.Cl. Cell line: NCI-H322M. Synergy scores: CSS=4.02, Synergy_ZIP=-0.446, Synergy_Bliss=1.12, Synergy_Loewe=-4.22, Synergy_HSA=-0.335.